This data is from Full USPTO retrosynthesis dataset with 1.9M reactions from patents (1976-2016). The task is: Predict the reactants needed to synthesize the given product. (1) Given the product [CH2:1]([O:3][C:4]([C:6]1[NH:7][C:8]2[C:13]([C:14]=1[CH:16]([N:23]([CH3:25])[CH3:24])[C:17]1[CH:22]=[CH:21][CH:20]=[CH:19][CH:18]=1)=[CH:12][CH:11]=[CH:10][CH:9]=2)=[O:5])[CH3:2], predict the reactants needed to synthesize it. The reactants are: [CH2:1]([O:3][C:4]([C:6]1[NH:7][C:8]2[C:13]([CH:14]=1)=[CH:12][CH:11]=[CH:10][CH:9]=2)=[O:5])[CH3:2].[Cl-].[CH:16](=[N+:23]([CH3:25])[CH3:24])[C:17]1[CH:22]=[CH:21][CH:20]=[CH:19][CH:18]=1. (2) Given the product [C:83]([C:71]1[C:70]([O:87][CH3:88])=[C:69]([C:64]2[CH:65]=[C:66]3[C:61](=[CH:62][CH:63]=2)[CH:60]=[C:59]([NH:94][S:91]([CH3:90])(=[O:93])=[O:92])[CH:68]=[CH:67]3)[CH:74]=[C:73]([N:75]2[CH:80]=[CH:79][C:78](=[O:81])[NH:77][C:76]2=[O:82])[CH:72]=1)([CH3:85])([CH3:84])[CH3:86], predict the reactants needed to synthesize it. The reactants are: C(P(C(C)(C)C)C1C(OC)=CC=C(OC)C=1C1C(C(C)C)=CC(C(C)C)=CC=1C(C)C)(C)(C)C.[O-]P([O-])([O-])=O.[K+].[K+].[K+].FC(F)(S(O[C:59]1[CH:68]=[CH:67][C:66]2[C:61](=[CH:62][CH:63]=[C:64]([C:69]3[CH:74]=[C:73]([N:75]4[CH:80]=[CH:79][C:78](=[O:81])[NH:77][C:76]4=[O:82])[CH:72]=[C:71]([C:83]([CH3:86])([CH3:85])[CH3:84])[C:70]=3[O:87][CH3:88])[CH:65]=2)[CH:60]=1)(=O)=O)C(F)(F)C(F)(F)C(F)(F)F.[CH3:90][S:91]([NH2:94])(=[O:93])=[O:92].C(N[C@H](C(O)=O)CS)(=O)C.